Dataset: Full USPTO retrosynthesis dataset with 1.9M reactions from patents (1976-2016). Task: Predict the reactants needed to synthesize the given product. (1) Given the product [Cl:1][C:2]1[CH:11]=[C:10]2[C:5]([CH2:6][CH2:7][O:8][C@H:9]2[C:12]2[CH:16]=[C:15]([CH:17]=[O:18])[S:14][C:13]=2[CH3:22])=[CH:4][CH:3]=1, predict the reactants needed to synthesize it. The reactants are: [Cl:1][C:2]1[CH:11]=[C:10]2[C:5]([CH2:6][CH2:7][O:8][C@H:9]2[C:12]2[CH:16]=[C:15]([CH:17]3OCC[O:18]3)[S:14][C:13]=2[CH3:22])=[CH:4][CH:3]=1.Cl. (2) Given the product [CH:29]([N:32]1[CH2:37][CH2:36][N:35]([CH2:2][C:3]2[N:4]([CH3:28])[C:5]3[C:10]([N:11]=2)=[C:9]([N:12]2[CH2:17][CH2:16][O:15][CH2:14][CH2:13]2)[N:8]=[C:7]([N:18]2[C:22]4[CH:23]=[CH:24][CH:25]=[CH:26][C:21]=4[N:20]=[C:19]2[CH3:27])[N:6]=3)[CH2:34][CH2:33]1)([CH3:31])[CH3:30], predict the reactants needed to synthesize it. The reactants are: Br[CH2:2][C:3]1[N:4]([CH3:28])[C:5]2[C:10]([N:11]=1)=[C:9]([N:12]1[CH2:17][CH2:16][O:15][CH2:14][CH2:13]1)[N:8]=[C:7]([N:18]1[C:22]3[CH:23]=[CH:24][CH:25]=[CH:26][C:21]=3[N:20]=[C:19]1[CH3:27])[N:6]=2.[CH:29]([N:32]1[CH2:37][CH2:36][NH:35][CH2:34][CH2:33]1)([CH3:31])[CH3:30].